Dataset: Forward reaction prediction with 1.9M reactions from USPTO patents (1976-2016). Task: Predict the product of the given reaction. Given the reactants [CH2:1]([NH:3][C:4](=[O:11])[NH:5]OCC(O)=O)[CH3:2].[NH2:12][C@@H:13]([C:37]1[CH:42]=[CH:41][CH:40]=[CH:39][CH:38]=1)[C:14]([N:16]([C@@H:28]([CH3:36])[CH:29]([O:33][CH2:34][CH3:35])[O:30][CH2:31][CH3:32])[CH2:17][C:18]1[C:27]2[C:22](=[CH:23][CH:24]=[CH:25][CH:26]=2)[CH:21]=[CH:20][CH:19]=1)=[O:15], predict the reaction product. The product is: [CH2:31]([O:30][CH:29]([O:33][CH2:34][CH3:35])[C@@H:28]([N:16]([CH2:17][C:18]1[C:27]2[C:22](=[CH:23][CH:24]=[CH:25][CH:26]=2)[CH:21]=[CH:20][CH:19]=1)[C:14](=[O:15])[C@@H:13]([NH:12][C:29](=[O:30])[CH2:28][N:16]([CH3:14])[NH:5][C:4]([NH:3][CH2:1][CH3:2])=[O:11])[C:37]1[CH:38]=[CH:39][CH:40]=[CH:41][CH:42]=1)[CH3:36])[CH3:32].